This data is from Full USPTO retrosynthesis dataset with 1.9M reactions from patents (1976-2016). The task is: Predict the reactants needed to synthesize the given product. (1) Given the product [CH3:1][S:2]([O:6][CH2:7][C@@H:8]1[CH2:12][CH2:11][CH2:10][N:9]1[C:13]([O:15][C:16]([CH3:19])([CH3:18])[CH3:17])=[O:14])(=[O:4])=[O:3], predict the reactants needed to synthesize it. The reactants are: [CH3:1][S:2](Cl)(=[O:4])=[O:3].[OH:6][CH2:7][C@@H:8]1[CH2:12][CH2:11][CH2:10][N:9]1[C:13]([O:15][C:16]([CH3:19])([CH3:18])[CH3:17])=[O:14].C(OCC)(=O)C. (2) Given the product [C:29]([O:28][C:27]([NH:26][CH2:7][CH2:2][CH2:1][N:8]1[CH2:9][CH2:10][N:11]([CH2:14][CH2:15][CH2:16][C:17]([O:19][CH3:20])=[O:18])[CH2:12][CH2:13]1)=[O:33])([CH3:32])([CH3:31])[CH3:30], predict the reactants needed to synthesize it. The reactants are: [CH2:1]([N:8]1[CH2:13][CH2:12][N:11]([CH2:14][CH2:15][CH2:16][C:17]([O:19][CH3:20])=[O:18])[CH2:10][CH2:9]1)[C:2]1[CH:7]=CC=CC=1.O=CCCC[NH:26][C:27](=[O:33])[O:28][C:29]([CH3:32])([CH3:31])[CH3:30].C(O[BH-](OC(=O)C)OC(=O)C)(=O)C.[Na+].C(=O)(O)[O-].[Na+]. (3) Given the product [CH3:2][O:3][C:4]1[CH:5]=[C:6]([NH:16][C:17]2[N:18]=[CH:19][C:20]3[CH2:26][N:25]([C:42](=[O:44])[CH3:43])[CH2:24][CH:23]([C:27]4[CH:32]=[CH:31][CH:30]=[CH:29][CH:28]=4)[C:21]=3[N:22]=2)[CH:7]=[CH:8][C:9]=1[N:10]1[CH:14]=[C:13]([CH3:15])[N:12]=[CH:11]1, predict the reactants needed to synthesize it. The reactants are: Cl.[CH3:2][O:3][C:4]1[CH:5]=[C:6]([NH:16][C:17]2[N:18]=[CH:19][C:20]3[CH2:26][NH:25][CH2:24][CH:23]([C:27]4[CH:32]=[CH:31][CH:30]=[CH:29][CH:28]=4)[C:21]=3[N:22]=2)[CH:7]=[CH:8][C:9]=1[N:10]1[CH:14]=[C:13]([CH3:15])[N:12]=[CH:11]1.C(N(C(C)C)CC)(C)C.[C:42](Cl)(=[O:44])[CH3:43]. (4) Given the product [C:1]([O:4][CH2:5][C:6]1[N:15]=[C:14]([C:22]2[CH:27]=[CH:26][CH:25]=[CH:24][N:23]=2)[C:13]2[C:8](=[CH:9][CH:10]=[CH:11][CH:12]=2)[N:7]=1)(=[O:3])[CH3:2], predict the reactants needed to synthesize it. The reactants are: [C:1]([O:4][CH2:5][C:6]1[N:15]=[C:14](Cl)[C:13]2[C:8](=[CH:9][CH:10]=[CH:11][CH:12]=2)[N:7]=1)(=[O:3])[CH3:2].C([Sn](CCCC)(CCCC)[C:22]1[CH:27]=[CH:26][CH:25]=[CH:24][N:23]=1)CCC. (5) Given the product [NH2:1][C@H:2]1[C:7]([F:8])([F:9])[CH2:6][CH2:5][CH2:4][C@H:3]1[NH:10][C:11]1[N:12]=[C:13]([NH:19][C:20]2[CH:21]=[CH:22][C:23]([C:26](=[O:30])[NH2:27])=[CH:24][CH:25]=2)[C:14]([C:17]([NH2:18])=[O:28])=[N:15][CH:16]=1, predict the reactants needed to synthesize it. The reactants are: [NH2:1][C@H:2]1[C:7]([F:9])([F:8])[CH2:6][CH2:5][CH2:4][C@H:3]1[NH:10][C:11]1[N:12]=[C:13]([NH:19][C:20]2[CH:25]=[CH:24][C:23]([C:26]#[N:27])=[CH:22][CH:21]=2)[C:14]([C:17]#[N:18])=[N:15][CH:16]=1.[OH-:28].[Na+].[OH:30]O.CC(O)=O. (6) Given the product [C:6]([O:5][C:3](=[O:4])[NH:10][CH2:11][CH2:12][CH2:13][O:14][C:16]1[CH:21]=[CH:20][C:19]([N+:22]([O-:24])=[O:23])=[CH:18][CH:17]=1)([CH3:7])([CH3:8])[CH3:9], predict the reactants needed to synthesize it. The reactants are: [H-].[Na+].[C:3]([NH:10][CH2:11][CH2:12][CH2:13][OH:14])([O:5][C:6]([CH3:9])([CH3:8])[CH3:7])=[O:4].F[C:16]1[CH:21]=[CH:20][C:19]([N+:22]([O-:24])=[O:23])=[CH:18][CH:17]=1. (7) Given the product [C:19]([C:21]1[NH:22][C:23]2[C:28]([CH:29]=1)=[CH:27][C:26]([N:30]1[C@@H:39]3[C@H:34]([CH2:35][CH2:36][CH2:37][CH2:38]3)[NH:33][C:32]([CH3:41])([CH3:40])[CH2:31]1)=[CH:25][CH:24]=2)#[N:20], predict the reactants needed to synthesize it. The reactants are: [F-].C([N+](CCCC)(CCCC)CCCC)CCC.[C:19]([C:21]1[N:22]([Si](C(C)C)(C(C)C)C(C)C)[C:23]2[C:28]([CH:29]=1)=[CH:27][C:26]([N:30]1[C@@H:39]3[C@H:34]([CH2:35][CH2:36][CH2:37][CH2:38]3)[NH:33][C:32]([CH3:41])([CH3:40])[CH2:31]1)=[CH:25][CH:24]=2)#[N:20].